This data is from Full USPTO retrosynthesis dataset with 1.9M reactions from patents (1976-2016). The task is: Predict the reactants needed to synthesize the given product. (1) Given the product [O:20]=[C:21]1[C@@H:27]([NH:28][C:29](=[O:53])[C:30](=[O:52])[C@@H:31]([NH:35][C:36]([C:38]2([NH:44][C:45]([N:47]3[CH2:51][CH2:50][S:49][CH2:48]3)=[O:46])[CH2:39][CH2:40][CH2:41][CH2:42][CH2:43]2)=[O:37])[CH:32]([CH3:33])[CH3:34])[CH2:26][CH2:25][CH2:24][CH2:23][NH:22]1, predict the reactants needed to synthesize it. The reactants are: C(N(CC)C(C)C)(C)C.N1C=CC=CC=1.S(=O)(=O)=O.[O:20]=[C:21]1[C@@H:27]([NH:28][C:29](=[O:53])[C@@H:30]([OH:52])[C@@H:31]([NH:35][C:36]([C:38]2([NH:44][C:45]([N:47]3[CH2:51][CH2:50][S:49][CH2:48]3)=[O:46])[CH2:43][CH2:42][CH2:41][CH2:40][CH2:39]2)=[O:37])[CH:32]([CH3:34])[CH3:33])[CH2:26][CH2:25][CH2:24][CH2:23][NH:22]1. (2) Given the product [CH2:17]([O:16][C:10]([C:11]1[C:3]([C:2]([CH3:9])([CH3:8])[CH3:1])=[CH:4][N:5]([C:24]2[CH:26]=[CH:27][C:21]([F:20])=[CH:22][CH:23]=2)[C:12]=1[CH3:14])=[O:15])[CH3:18], predict the reactants needed to synthesize it. The reactants are: [CH3:1][C:2]([CH3:9])([CH3:8])[CH:3]=[CH:4][N+:5]([O-])=O.[C:10]([O:16][CH2:17][CH3:18])(=[O:15])[CH2:11][C:12]([CH3:14])=O.[Na].[F:20][C:21]1[CH:27]=[CH:26][C:24](N)=[CH:23][CH:22]=1. (3) Given the product [CH2:1]([O:3][C:4](=[O:15])[CH2:5][C@H:6]1[CH2:11][CH2:10][C@H:9]([C:12]([OH:14])=[O:13])[CH2:8][CH2:7]1)[CH3:2], predict the reactants needed to synthesize it. The reactants are: [CH2:1]([O:3][C:4](=[O:15])[CH:5]=[C:6]1[CH2:11][CH2:10][CH:9]([C:12]([OH:14])=[O:13])[CH2:8][CH2:7]1)[CH3:2].C([O-])=O.[NH4+]. (4) Given the product [Cl:12][C:13]1[CH:14]=[C:15]([C:2]2[CH:3]=[CH:4][C:45]3[N:46]=[C:48]([CH3:37])[N:36]([CH:34]([C:32]4[N:33]=[C:29]([CH3:28])[S:30][CH:31]=4)[CH3:35])[C:6]=3[CH:7]=2)[CH:16]=[N:17][C:18]=1[N:19]1[CH2:24][CH2:23][NH:22][CH2:21][CH2:20]1, predict the reactants needed to synthesize it. The reactants are: Br[C:2]1[CH:7]=[CH:6]C([N+]([O-])=O)=[C:4](F)[CH:3]=1.[Cl:12][C:13]1[CH:14]=[C:15](B(O)O)[CH:16]=[N:17][C:18]=1[N:19]1[CH2:24][CH2:23][NH:22][CH2:21][CH2:20]1.[CH3:28][C:29]1[S:30][CH:31]=[C:32]([CH:34]([NH2:36])[CH3:35])[N:33]=1.[C:37](=O)([O-])[O-].[K+].[K+].[Cl-].[NH4+].[CH3:45][N:46]([CH:48]=O)C. (5) Given the product [ClH:22].[Cl:22][C:14]1[CH:15]=[N:16][C:17]2[CH:18]=[CH:19][C:20](=[O:21])[N:11]3[CH2:10][CH:9]([CH2:8][N:5]4[CH2:6][CH2:7][C@H:2]([NH:1][CH2:34][C:32]5[CH:33]=[C:28]6[CH2:27][CH2:26][CH2:25][O:24][C:29]6=[CH:30][N:31]=5)[C@H:3]([OH:23])[CH2:4]4)[C:13]=1[C:12]=23, predict the reactants needed to synthesize it. The reactants are: [NH2:1][C@H:2]1[CH2:7][CH2:6][N:5]([CH2:8][CH:9]2[C:13]3=[C:14]([Cl:22])[CH:15]=[N:16][C:17]4[CH:18]=[CH:19][C:20](=[O:21])[N:11]([C:12]=43)[CH2:10]2)[CH2:4][C@H:3]1[OH:23].[O:24]1[C:29]2=[CH:30][N:31]=[C:32]([CH:34]=O)[CH:33]=[C:28]2[CH2:27][CH2:26][CH2:25]1.